This data is from TCR-epitope binding with 47,182 pairs between 192 epitopes and 23,139 TCRs. The task is: Binary Classification. Given a T-cell receptor sequence (or CDR3 region) and an epitope sequence, predict whether binding occurs between them. (1) The epitope is KAYNVTQAF. The TCR CDR3 sequence is CSASRDWSTDEQFF. Result: 0 (the TCR does not bind to the epitope). (2) The epitope is TPRVTGGGAM. The TCR CDR3 sequence is CASSPNLAGVKNIQYF. Result: 0 (the TCR does not bind to the epitope).